From a dataset of Reaction yield outcomes from USPTO patents with 853,638 reactions. Predict the reaction yield, written as a fraction of the theoretical maximum amount of product (1.0 means a 100% yield; for example, 0.34 means a 34% yield). (1) The reactants are [Cl:1][C:2]1[CH:10]=[C:9]2[C:5]([CH:6]=[CH:7][NH:8]2)=[CH:4][C:3]=1B1OCC(C)(C)CO1.[C:19](=O)([O-])[O-:20].[K+].[K+].Br[C:26]1[CH:31]=[CH:30][C:29]([CH2:32][CH2:33][CH2:34][OH:35])=[CH:28][CH:27]=1. The product is [Cl:1][C:2]1[CH:10]=[C:9]2[C:5]([C:6]([CH:19]=[O:20])=[CH:7][NH:8]2)=[CH:4][C:3]=1[C:26]1[CH:31]=[CH:30][C:29]([CH2:32][CH2:33][CH2:34][OH:35])=[CH:28][CH:27]=1. The catalyst is O1CCOCC1.CN(C=O)C.C1C=CC(P(C2C=CC=CC=2)[C-]2C=CC=C2)=CC=1.C1C=CC(P(C2C=CC=CC=2)[C-]2C=CC=C2)=CC=1.Cl[Pd]Cl.[Fe+2]. The yield is 0.270. (2) The reactants are Br[C:2]1[S:6][C:5]([NH:7][C:8]([NH:10][C:11]2[CH:16]=[CH:15][C:14]([CH3:17])=[CH:13][C:12]=2[C:18]([CH:20]2[CH2:24][CH2:23][CH2:22][CH2:21]2)=[O:19])=[O:9])=[N:4][CH:3]=1.[C:25]([O:29][C:30](=[O:35])[NH:31][CH2:32][CH2:33][SH:34])([CH3:28])([CH3:27])[CH3:26]. No catalyst specified. The product is [C:25]([O:29][C:30](=[O:35])[NH:31][CH2:32][CH2:33][S:34][C:2]1[S:6][C:5]([NH:7][C:8]([NH:10][C:11]2[CH:16]=[CH:15][C:14]([CH3:17])=[CH:13][C:12]=2[C:18]([CH:20]2[CH2:24][CH2:23][CH2:22][CH2:21]2)=[O:19])=[O:9])=[N:4][CH:3]=1)([CH3:28])([CH3:26])[CH3:27]. The yield is 0.400. (3) The reactants are [C:1]([C@@H:4]1[CH2:8][CH2:7][CH2:6][N:5]1C(OC(C)(C)C)=O)(=[O:3])[NH2:2].[ClH:16].O1CCOCC1. No catalyst specified. The product is [ClH:16].[NH:5]1[CH2:6][CH2:7][CH2:8][C@H:4]1[C:1]([NH2:2])=[O:3]. The yield is 1.04. (4) The reactants are Cl[C:2]1[CH:3]=[C:4]([NH2:9])[CH:5]=[CH:6][C:7]=1F.[CH2:10](N)[CH3:11].C(O)C. No catalyst specified. The product is [C:10]([C:2]1[CH:3]=[C:4]([NH2:9])[CH:5]=[CH:6][CH:7]=1)#[CH:11]. The yield is 0.930.